This data is from Peptide-MHC class I binding affinity with 185,985 pairs from IEDB/IMGT. The task is: Regression. Given a peptide amino acid sequence and an MHC pseudo amino acid sequence, predict their binding affinity value. This is MHC class I binding data. The peptide sequence is TTILGLLPM. The MHC is HLA-B51:01 with pseudo-sequence HLA-B51:01. The binding affinity (normalized) is 0.0847.